This data is from Catalyst prediction with 721,799 reactions and 888 catalyst types from USPTO. The task is: Predict which catalyst facilitates the given reaction. (1) Reactant: [CH:1]1([CH:4]([NH:8][CH2:9][C:10]2[C:18]3[C:17]([C:19]([O:21]C)=O)=[CH:16][CH:15]=[N:14][C:13]=3[N:12](C(OC(C)(C)C)=O)[CH:11]=2)[CH2:5][CH2:6][OH:7])[CH2:3][CH2:2]1.[OH-].[Na+].Cl.CN(C(ON1N=NC2C=CC=NC1=2)=[N+](C)C)C.F[P-](F)(F)(F)(F)F. Product: [CH:1]1([CH:4]([N:8]2[CH2:9][C:10]3=[CH:11][NH:12][C:13]4[C:18]3=[C:17]([CH:16]=[CH:15][N:14]=4)[C:19]2=[O:21])[CH2:5][CH2:6][OH:7])[CH2:3][CH2:2]1. The catalyst class is: 5. (2) Reactant: [CH2:1]([O:5][C:6]1[CH:12]=[CH:11][C:9]([NH2:10])=[CH:8][CH:7]=1)[CH2:2][CH2:3][CH3:4].Cl[C:14]1[C:23]2[C:18](=[CH:19][CH:20]=[CH:21][CH:22]=2)[N:17]=[CH:16][CH:15]=1.CCN(C(C)C)C(C)C.CO.C(Cl)Cl. Product: [CH2:1]([O:5][C:6]1[CH:7]=[CH:8][C:9]([NH:10][C:14]2[C:23]3[C:18](=[CH:19][CH:20]=[CH:21][CH:22]=3)[N:17]=[CH:16][CH:15]=2)=[CH:11][CH:12]=1)[CH2:2][CH2:3][CH3:4]. The catalyst class is: 37. (3) Reactant: [C:1]([O:5][C:6]([N:8]([C@H:16]1[CH2:24][CH2:23][CH2:22][C@H:21]([O:25][CH2:26][C:27]([CH3:29])=[CH2:28])[C@@H:20]([O:30][CH2:31][C:32]([CH3:34])=[CH2:33])[C@H:19]([CH3:35])[O:18][C:17]1=[O:36])[C:9](=[O:15])[O:10][C:11]([CH3:14])([CH3:13])[CH3:12])=[O:7])([CH3:4])([CH3:3])[CH3:2].[H][H]. Product: [C:11]([O:10][C:9]([N:8]([C@H:16]1[CH2:24][CH2:23][CH2:22][C@H:21]([O:25][CH2:26][CH:27]([CH3:28])[CH3:29])[C@@H:20]([O:30][CH2:31][CH:32]([CH3:34])[CH3:33])[C@H:19]([CH3:35])[O:18][C:17]1=[O:36])[C:6](=[O:7])[O:5][C:1]([CH3:2])([CH3:3])[CH3:4])=[O:15])([CH3:13])([CH3:12])[CH3:14]. The catalyst class is: 99. (4) Reactant: [F:1][C:2]1[CH:7]=[CH:6][C:5]([NH:8][C:9]([C:11]2[C:15]([NH2:16])=[CH:14][NH:13][N:12]=2)=[O:10])=[CH:4][CH:3]=1.[CH3:17][S:18](O[S:18]([CH3:17])(=[O:20])=[O:19])(=[O:20])=[O:19]. Product: [F:1][C:2]1[CH:3]=[CH:4][C:5]([NH:8][C:9]([C:11]2[C:15]([NH:16][S:18]([CH3:17])(=[O:20])=[O:19])=[CH:14][NH:13][N:12]=2)=[O:10])=[CH:6][CH:7]=1. The catalyst class is: 17. (5) Reactant: C[O:2][C:3]([C:5]1[CH:10]=[CH:9][CH:8]=[CH:7][C:6]=1[C:11]1[CH:36]=[CH:35][C:14]([CH2:15][C:16]23[C:24](=[O:25])[N:23]([C:26]4[CH:31]=[C:30]([Cl:32])[CH:29]=[C:28]([Cl:33])[CH:27]=4)[C:22](=[O:34])[N:21]2[CH2:20][CH2:19][CH2:18][CH2:17]3)=[CH:13][CH:12]=1)=[O:4].[OH-].[Na+].Cl. Product: [C:3]([C:5]1[CH:10]=[CH:9][CH:8]=[CH:7][C:6]=1[C:11]1[CH:12]=[CH:13][C:14]([CH2:15][C:16]23[C:24](=[O:25])[N:23]([C:26]4[CH:27]=[C:28]([Cl:33])[CH:29]=[C:30]([Cl:32])[CH:31]=4)[C:22](=[O:34])[N:21]2[CH2:20][CH2:19][CH2:18][CH2:17]3)=[CH:35][CH:36]=1)([OH:4])=[O:2]. The catalyst class is: 24. (6) Reactant: [Cl-].[Al+3].[Cl-].[Cl-].[Cl:5][CH2:6][CH2:7][CH2:8][C:9](Cl)=[O:10].[CH3:12][O:13][N:14]([CH3:24])[C:15](=[O:23])[CH2:16][C:17]1[CH:22]=[CH:21][CH:20]=[CH:19][CH:18]=1. Product: [Cl:5][CH2:6][CH2:7][CH2:8][C:9]([C:20]1[CH:19]=[CH:18][C:17]([CH2:16][C:15]([N:14]([O:13][CH3:12])[CH3:24])=[O:23])=[CH:22][CH:21]=1)=[O:10]. The catalyst class is: 2.